From a dataset of Forward reaction prediction with 1.9M reactions from USPTO patents (1976-2016). Predict the product of the given reaction. (1) Given the reactants [O:1]1[C:5]2[CH:6]=[CH:7][C:8]([C:10]([NH:12][NH2:13])=[O:11])=[CH:9][C:4]=2[CH:3]=[CH:2]1.[CH3:14][O:15][C:16]1[CH:21]=[CH:20][C:19]([CH2:22][CH2:23][CH2:24][C:25](O)=O)=[CH:18][CH:17]=1, predict the reaction product. The product is: [O:1]1[C:5]2[CH:6]=[CH:7][C:8]([C:10]3[O:11][C:25]([CH2:24][CH2:23][CH2:22][C:19]4[CH:18]=[CH:17][C:16]([O:15][CH3:14])=[CH:21][CH:20]=4)=[N:13][N:12]=3)=[CH:9][C:4]=2[CH:3]=[CH:2]1. (2) Given the reactants C([O:8][C:9]1[CH:10]=[C:11]([S:24]([CH:27]([CH3:29])[CH3:28])(=[O:26])=[O:25])[CH:12]=[C:13]2[C:17]=1[NH:16][N:15]=[C:14]2[NH:18][C:19]1[S:20][CH:21]=[CH:22][N:23]=1)C1C=CC=CC=1.C(O)(=O)C.Cl, predict the reaction product. The product is: [CH:27]([S:24]([C:11]1[CH:12]=[C:13]2[C:17](=[C:9]([OH:8])[CH:10]=1)[NH:16][N:15]=[C:14]2[NH:18][C:19]1[S:20][CH:21]=[CH:22][N:23]=1)(=[O:25])=[O:26])([CH3:29])[CH3:28]. (3) Given the reactants [S:1]([OH:5])([OH:4])(=[O:3])=[O:2].[CH3:6][C:7]1[CH:15]=[CH:14][CH:13]=[CH:12][S:11][C:10]([CH3:16])=[C:9]([CH3:17])[C:8]=1[CH3:18].S1C=CC=C[NH:20]1.[C:25](O)(=O)[CH:26]=[CH2:27].C(OCCC(O)=O)(=O)C=C.C=O.C(O)(=O)/C=C\C(O)=O.[C:50]1([CH:57]=[CH:56][C:54]([OH:55])=[CH:53][CH:52]=1)[OH:51], predict the reaction product. The product is: [CH:26]1[C:25]2[NH:20][C:8]3[C:12](=[CH:13][CH:14]=[CH:15][CH:7]=3)[S:11][C:10]=2[CH:9]=[CH:17][CH:27]=1.[C:50]1([CH:57]=[CH:56][C:54]([OH:55])=[CH:53][CH:52]=1)[OH:51].[S:1]([OH:5])([OH:4])(=[O:3])=[O:2].[CH3:6][C:7]1[CH:15]=[CH:14][CH:13]=[CH:12][S:11][C:10]([CH3:16])=[C:9]([CH3:17])[C:8]=1[CH3:18].